Dataset: Full USPTO retrosynthesis dataset with 1.9M reactions from patents (1976-2016). Task: Predict the reactants needed to synthesize the given product. (1) Given the product [Br:1][C:2]1[CH:10]=[CH:9][C:8]2[C:4](=[C:5]([CH3:11])[N:6]([CH2:13][CH2:14][O:15][Si:16]([C:19]([CH3:22])([CH3:21])[CH3:20])([CH3:18])[CH3:17])[N:7]=2)[CH:3]=1, predict the reactants needed to synthesize it. The reactants are: [Br:1][C:2]1[CH:3]=[C:4]2[C:8](=[CH:9][CH:10]=1)[NH:7][N:6]=[C:5]2[CH3:11].Br[CH2:13][CH2:14][O:15][Si:16]([C:19]([CH3:22])([CH3:21])[CH3:20])([CH3:18])[CH3:17].[H-].[Na+].O. (2) Given the product [CH3:3][CH:2]([N:4]1[CH2:9][CH2:8][CH:7]([CH2:10][CH:11]2[CH2:12][CH2:13][N:14]([C:18]3[CH:19]=[CH:20][C:21]([C:24]([O:26][C:27]([CH3:30])([CH3:29])[CH3:28])=[O:25])=[N:22][CH:23]=3)[CH2:15][CH2:16]2)[CH2:6][CH2:5]1)[CH3:1], predict the reactants needed to synthesize it. The reactants are: [CH3:1][CH:2]([N:4]1[CH2:9][CH2:8][CH:7]([CH2:10][CH:11]2[CH2:16][CH2:15][NH:14][CH2:13][CH2:12]2)[CH2:6][CH2:5]1)[CH3:3].Br[C:18]1[CH:19]=[CH:20][C:21]([C:24]([O:26][C:27]([CH3:30])([CH3:29])[CH3:28])=[O:25])=[N:22][CH:23]=1.C1C=CC(P(C2C(C3C(P(C4C=CC=CC=4)C4C=CC=CC=4)=CC=C4C=3C=CC=C4)=C3C(C=CC=C3)=CC=2)C2C=CC=CC=2)=CC=1.C([O-])([O-])=O.[Cs+].[Cs+]. (3) Given the product [CH3:25][S:26]([CH2:29][N:30]1[C:38]2[CH:37]=[C:36]([NH:20][C:23](=[O:8])[O:46][C:43]([CH3:45])([CH3:44])[CH3:42])[N:35]=[CH:34][C:33]=2[CH:32]=[CH:31]1)(=[O:27])=[O:28], predict the reactants needed to synthesize it. The reactants are: C1(P(N=[N+]=[N-])(C2C=CC=CC=2)=[O:8])C=CC=CC=1.CC[N:20]([CH2:23]C)CC.[CH3:25][S:26]([CH2:29][N:30]1[C:38]2[CH:37]=[C:36](C(O)=O)[N:35]=[CH:34][C:33]=2[CH:32]=[CH:31]1)(=[O:28])=[O:27].[CH3:42][C:43]([OH:46])([CH3:45])[CH3:44]. (4) Given the product [CH2:1]([NH:8][C:9](=[O:14])[CH2:10][C:11](=[O:13])[CH2:12][OH:19])[C:2]1[CH:7]=[CH:6][CH:5]=[CH:4][CH:3]=1, predict the reactants needed to synthesize it. The reactants are: [CH2:1]([NH:8][C:9](=[O:14])[CH2:10][C:11](=[O:13])[CH3:12])[C:2]1[CH:7]=[CH:6][CH:5]=[CH:4][CH:3]=1.BrBr.O.C([O-])=[O:19].[K+]. (5) The reactants are: [CH3:1][C:2]([CH3:28])([CH3:27])[C@H:3]([NH:8][C:9]([C:11]1[N:12]=[C:13]([C:21]2[CH:26]=[CH:25][CH:24]=[CH:23][CH:22]=2)[N:14]2[CH2:20][CH2:19][CH2:18][NH:17][CH2:16][C:15]=12)=[O:10])[C:4]([NH:6][CH3:7])=[O:5].[CH2:29]([S:31](Cl)(=[O:33])=[O:32])[CH3:30]. Given the product [CH3:1][C:2]([CH3:28])([CH3:27])[C@H:3]([NH:8][C:9]([C:11]1[N:12]=[C:13]([C:21]2[CH:22]=[CH:23][CH:24]=[CH:25][CH:26]=2)[N:14]2[CH2:20][CH2:19][CH2:18][N:17]([S:31]([CH2:29][CH3:30])(=[O:33])=[O:32])[CH2:16][C:15]=12)=[O:10])[C:4]([NH:6][CH3:7])=[O:5], predict the reactants needed to synthesize it. (6) Given the product [NH2:20][N:7]1[C:6](=[O:19])[CH:5]=[C:4]([CH3:3])[N:9]([CH2:10][C:11]([O:13][C:14]([CH3:15])([CH3:17])[CH3:16])=[O:12])[C:8]1=[O:18], predict the reactants needed to synthesize it. The reactants are: [H-].[Na+].[CH3:3][C:4]1[N:9]([CH2:10][C:11]([O:13][C:14]([CH3:17])([CH3:16])[CH3:15])=[O:12])[C:8](=[O:18])[NH:7][C:6](=[O:19])[CH:5]=1.[N+:20](C1C=C([N+]([O-])=O)C=CC=1ON)([O-])=O.